This data is from Forward reaction prediction with 1.9M reactions from USPTO patents (1976-2016). The task is: Predict the product of the given reaction. (1) Given the reactants Br[C:2]1[C:10]2[C:5](=[N:6][CH:7]=[CH:8][C:9]=2[O:11][C:12]2[CH:30]=[CH:29][C:15]([C:16]([NH:18][C:19]3[CH:24]=[C:23]([C:25]([F:28])([F:27])[F:26])[CH:22]=[CH:21][N:20]=3)=[O:17])=[CH:14][CH:13]=2)[N:4]([CH2:31][C:32]2[CH:37]=[CH:36][C:35]([O:38][CH3:39])=[CH:34][CH:33]=2)[N:3]=1.[CH3:40][O:41][CH2:42][CH2:43][NH2:44].CC1(C)C2C(=C(P(C3C=CC=CC=3)C3C=CC=CC=3)C=CC=2)OC2C(P(C3C=CC=CC=3)C3C=CC=CC=3)=CC=CC1=2.C(O[K])(C)(C)C, predict the reaction product. The product is: [CH3:40][O:41][CH2:42][CH2:43][NH:44][C:2]1[C:10]2[C:5](=[N:6][CH:7]=[CH:8][C:9]=2[O:11][C:12]2[CH:30]=[CH:29][C:15]([C:16]([NH:18][C:19]3[CH:24]=[C:23]([C:25]([F:28])([F:27])[F:26])[CH:22]=[CH:21][N:20]=3)=[O:17])=[CH:14][CH:13]=2)[N:4]([CH2:31][C:32]2[CH:37]=[CH:36][C:35]([O:38][CH3:39])=[CH:34][CH:33]=2)[N:3]=1. (2) Given the reactants [C:1]([N:9]1[CH2:13][CH2:12][CH2:11][C:10]1=[O:14])(=[O:8])[C:2]1[CH:7]=[CH:6][CH:5]=[CH:4][CH:3]=1.C1(CC(N2CCCC2=O)=[O:23])C=CC=CC=1, predict the reaction product. The product is: [C:1]([N:9]1[CH2:13][CH:12]([OH:23])[CH2:11][C:10]1=[O:14])(=[O:8])[C:2]1[CH:3]=[CH:4][CH:5]=[CH:6][CH:7]=1. (3) Given the reactants [C:1]([O:4][CH3:5])(=[O:3])[CH3:2].CC(C)=O.C(=O)=O.[Li+].C[Si]([N-][Si](C)(C)C)(C)C.[CH2:23]([O:30][C@@H:31]1[C@@H:36]([O:37][CH2:38][C:39]2[CH:44]=[CH:43][CH:42]=[CH:41][CH:40]=2)[C@H:35]([O:45][CH2:46][C:47]2[CH:52]=[CH:51][CH:50]=[CH:49][CH:48]=2)[C@@H:34]([CH2:53][O:54][CH2:55][C:56]2[CH:61]=[CH:60][CH:59]=[CH:58][CH:57]=2)[O:33][C:32]1=[O:62])[C:24]1[CH:29]=[CH:28][CH:27]=[CH:26][CH:25]=1, predict the reaction product. The product is: [CH2:23]([O:30][C@@H:31]1[C@@H:36]([O:37][CH2:38][C:39]2[CH:44]=[CH:43][CH:42]=[CH:41][CH:40]=2)[C@H:35]([O:45][CH2:46][C:47]2[CH:48]=[CH:49][CH:50]=[CH:51][CH:52]=2)[C@@H:34]([CH2:53][O:54][CH2:55][C:56]2[CH:57]=[CH:58][CH:59]=[CH:60][CH:61]=2)[O:33][C@:32]1([CH2:2][C:1]([O:4][CH3:5])=[O:3])[OH:62])[C:24]1[CH:29]=[CH:28][CH:27]=[CH:26][CH:25]=1. (4) The product is: [CH3:1][C:2]1([CH3:18])[O:7][C:6]2[CH:8]=[CH:9][C:10]([C@H:12]3[O:16][C:15](=[O:17])[N:14]([CH2:22][CH2:23][CH2:24][CH2:25][CH2:26][CH2:27][O:28][CH2:29][CH2:30][OH:31])[CH2:13]3)=[CH:11][C:5]=2[CH2:4][O:3]1. Given the reactants [CH3:1][C:2]1([CH3:18])[O:7][C:6]2[CH:8]=[CH:9][C:10]([C@H:12]3[O:16][C:15](=[O:17])[NH:14][CH2:13]3)=[CH:11][C:5]=2[CH2:4][O:3]1.[H-].[Na+].Br[CH2:22][CH2:23][CH2:24][CH2:25][CH2:26][CH2:27][O:28][CH2:29][CH2:30][OH:31].P([O-])([O-])([O-])=O, predict the reaction product. (5) Given the reactants [CH3:1][C:2]1[CH:7]=[CH:6][C:5]([C:8]2[O:9][C:10]([CH3:13])=[N:11][N:12]=2)=[CH:4][C:3]=1[C:14]1[CH:19]=[CH:18][C:17]([C:20]([OH:22])=O)=[CH:16][CH:15]=1.[Cl:23][C:24]1[CH:25]=[C:26]([CH:29]=[CH:30][CH:31]=1)[CH2:27][NH2:28], predict the reaction product. The product is: [Cl:23][C:24]1[CH:25]=[C:26]([CH:29]=[CH:30][CH:31]=1)[CH2:27][NH:28][C:20]([C:17]1[CH:16]=[CH:15][C:14]([C:3]2[CH:4]=[C:5]([C:8]3[O:9][C:10]([CH3:13])=[N:11][N:12]=3)[CH:6]=[CH:7][C:2]=2[CH3:1])=[CH:19][CH:18]=1)=[O:22]. (6) Given the reactants [C:1]([O:5][C:6]([NH:8][C@@H:9]([C:17]([OH:19])=O)[CH2:10][C:11]1[CH:16]=[CH:15][N:14]=[CH:13][CH:12]=1)=[O:7])([CH3:4])([CH3:3])[CH3:2].CCOC(C(C#N)=NOC(N1CCOCC1)=[N+](C)C)=O.F[P-](F)(F)(F)(F)F.Cl.[CH3:48][O:49][C:50]1[CH:51]=[C:52]([C:58]2[C@@H:67]3[C@@H:62]([CH2:63][CH2:64][CH2:65][CH2:66]3)[C:61](=[O:68])[N:60]([CH:69]3[CH2:74][CH2:73][NH:72][CH2:71][CH2:70]3)[N:59]=2)[CH:53]=[CH:54][C:55]=1[O:56][CH3:57].CCN(C(C)C)C(C)C, predict the reaction product. The product is: [CH3:48][O:49][C:50]1[CH:51]=[C:52]([C:58]2[C@@H:67]3[C@@H:62]([CH2:63][CH2:64][CH2:65][CH2:66]3)[C:61](=[O:68])[N:60]([CH:69]3[CH2:70][CH2:71][N:72]([C:17](=[O:19])[C@H:9]([NH:8][C:6](=[O:7])[O:5][C:1]([CH3:2])([CH3:3])[CH3:4])[CH2:10][C:11]4[CH:12]=[CH:13][N:14]=[CH:15][CH:16]=4)[CH2:73][CH2:74]3)[N:59]=2)[CH:53]=[CH:54][C:55]=1[O:56][CH3:57].